From a dataset of Full USPTO retrosynthesis dataset with 1.9M reactions from patents (1976-2016). Predict the reactants needed to synthesize the given product. (1) Given the product [CH3:31][C:32]1[N:36]([CH2:37][C:38]([N:21]2[CH2:22][CH2:23][CH:18]([C:15]3[S:16][CH:17]=[C:13](/[CH:12]=[CH:11]/[C:1]4[C:10]5[C:5](=[CH:6][CH:7]=[CH:8][CH:9]=5)[CH:4]=[CH:3][CH:2]=4)[N:14]=3)[CH2:19][CH2:20]2)=[O:40])[N:35]=[C:34]([C:41]([F:44])([F:43])[F:42])[CH:33]=1, predict the reactants needed to synthesize it. The reactants are: [C:1]1(/[CH:11]=[CH:12]/[C:13]2[N:14]=[C:15]([CH:18]3[CH2:23][CH2:22][N:21](C(OC(C)(C)C)=O)[CH2:20][CH2:19]3)[S:16][CH:17]=2)[C:10]2[C:5](=[CH:6][CH:7]=[CH:8][CH:9]=2)[CH:4]=[CH:3][CH:2]=1.[CH3:31][C:32]1[N:36]([CH2:37][C:38]([OH:40])=O)[N:35]=[C:34]([C:41]([F:44])([F:43])[F:42])[CH:33]=1. (2) Given the product [CH:12]1([CH2:11][CH2:10][CH2:9][C@@H:8]([C:18]2[O:22][N:21]=[C:20]([C:23]([N:29]3[CH2:34][CH2:33][CH2:32][CH2:31][CH2:30]3)=[O:24])[N:19]=2)[CH2:7][C:6]([O:5][C:1]([CH3:4])([CH3:3])[CH3:2])=[O:28])[CH2:13][CH2:14][CH2:15][CH2:16][CH2:17]1, predict the reactants needed to synthesize it. The reactants are: [C:1]([O:5][C:6](=[O:28])[CH2:7][C@H:8]([C:18]1[O:22][N:21]=[C:20]([C:23](OCC)=[O:24])[N:19]=1)[CH2:9][CH2:10][CH2:11][CH:12]1[CH2:17][CH2:16][CH2:15][CH2:14][CH2:13]1)([CH3:4])([CH3:3])[CH3:2].[NH:29]1[CH2:34][CH2:33][CH2:32][CH2:31][CH2:30]1. (3) Given the product [C:6]([N:13]1[CH2:18][CH2:17][CH:16]([O:19][S:2]([CH3:1])(=[O:4])=[O:3])[CH2:15][CH2:14]1)([O:8][C:9]([CH3:12])([CH3:11])[CH3:10])=[O:7], predict the reactants needed to synthesize it. The reactants are: [CH3:1][S:2](Cl)(=[O:4])=[O:3].[C:6]([N:13]1[CH2:18][CH2:17][CH:16]([OH:19])[CH2:15][CH2:14]1)([O:8][C:9]([CH3:12])([CH3:11])[CH3:10])=[O:7].CCN(CC)CC. (4) The reactants are: [Cl:1][C:2]1[C:7]([O:8][CH3:9])=[CH:6][C:5]([O:10][CH3:11])=[C:4]([Cl:12])[C:3]=1[N:13]([CH2:38][O:39][CH2:40][CH2:41][Si:42]([CH3:45])([CH3:44])[CH3:43])[C:14]([N:16]([C:18]1[CH:23]=[C:22]([NH:24][C:25]2[CH:30]=[CH:29][C:28]([CH2:31][N:32]([CH3:34])[CH3:33])=[CH:27][C:26]=2[N+:35]([O-])=O)[N:21]=[CH:20][N:19]=1)[CH3:17])=[O:15]. Given the product [NH2:35][C:26]1[CH:27]=[C:28]([CH2:31][N:32]([CH3:34])[CH3:33])[CH:29]=[CH:30][C:25]=1[NH:24][C:22]1[N:21]=[CH:20][N:19]=[C:18]([N:16]([CH3:17])[C:14]([N:13]([C:3]2[C:4]([Cl:12])=[C:5]([O:10][CH3:11])[CH:6]=[C:7]([O:8][CH3:9])[C:2]=2[Cl:1])[CH2:38][O:39][CH2:40][CH2:41][Si:42]([CH3:45])([CH3:44])[CH3:43])=[O:15])[CH:23]=1, predict the reactants needed to synthesize it. (5) Given the product [Br:21][CH2:13][C:5]1[CH:4]=[C:3]([C:1]#[N:2])[CH:12]=[CH:11][C:6]=1[C:7]([O:9][CH3:10])=[O:8], predict the reactants needed to synthesize it. The reactants are: [C:1]([C:3]1[CH:12]=[CH:11][C:6]([C:7]([O:9][CH3:10])=[O:8])=[C:5]([CH3:13])[CH:4]=1)#[N:2].C1C(=O)N([Br:21])C(=O)C1.CC(N=NC(C#N)(C)C)(C#N)C.CCOC(C)=O. (6) Given the product [Br:1][C:2]1[CH:10]=[CH:9][C:5]([C:6]([NH:16][S:13]([CH3:12])(=[O:15])=[O:14])=[O:7])=[CH:4][C:3]=1[Cl:11], predict the reactants needed to synthesize it. The reactants are: [Br:1][C:2]1[CH:10]=[CH:9][C:5]([C:6](O)=[O:7])=[CH:4][C:3]=1[Cl:11].[CH3:12][S:13]([NH2:16])(=[O:15])=[O:14].CCN=C=NCCCN(C)C.Cl. (7) Given the product [N:14]1[N:15]([CH2:2][C@H:3]([NH:6][C:7](=[O:13])[O:8][C:9]([CH3:12])([CH3:11])[CH3:10])[C:4]#[CH:5])[N:16]=[N:17][CH:18]=1, predict the reactants needed to synthesize it. The reactants are: O[CH2:2][C@H:3]([NH:6][C:7](=[O:13])[O:8][C:9]([CH3:12])([CH3:11])[CH3:10])[C:4]#[CH:5].[NH:14]1[CH:18]=[N:17][N:16]=[N:15]1.C1(P(C2C=CC=CC=2)C2C=CC=CC=2)C=CC=CC=1.CC(OC(/N=N/C(OC(C)C)=O)=O)C. (8) Given the product [CH2:1]([N:8]1[CH2:31][CH:30]([C:32]([O:34][CH3:35])=[O:33])[O:29][C:10]2([CH2:15][CH2:14][N:13]([C:16](=[O:28])[C:17]3[CH:22]=[CH:21][C:20]([O:23][CH:24]([CH3:25])[CH3:26])=[C:19]([CH3:27])[CH:18]=3)[CH2:12][CH2:11]2)[CH2:9]1)[C:2]1[CH:3]=[CH:4][CH:5]=[CH:6][CH:7]=1, predict the reactants needed to synthesize it. The reactants are: [CH2:1]([N:8]1[CH2:31][CH:30]([C:32]([OH:34])=[O:33])[O:29][C:10]2([CH2:15][CH2:14][N:13]([C:16](=[O:28])[C:17]3[CH:22]=[CH:21][C:20]([O:23][CH:24]([CH3:26])[CH3:25])=[C:19]([CH3:27])[CH:18]=3)[CH2:12][CH2:11]2)[CH2:9]1)[C:2]1[CH:7]=[CH:6][CH:5]=[CH:4][CH:3]=1.[C:35]([O-])([O-])=O.[K+].[K+].IC. (9) Given the product [CH3:51][O:50][C:48]([CH:40]1[NH:39][C:38](=[O:52])[N:15]2[CH:14]([CH2:18][CH:17]([O:19][C:20]3[C:29]4[C:24](=[CH:25][C:26]([O:30][CH3:31])=[CH:27][CH:28]=4)[N:23]=[C:22]([C:32]4[CH:37]=[CH:36][CH:35]=[CH:34][CH:33]=4)[CH:21]=3)[CH2:16]2)[C:12](=[O:13])[NH:11][C:6]2([C:4]([O:3][CH2:1][CH3:2])=[O:5])[CH:7]([CH2:8]2)[CH:9]=[CH:10][CH2:45][CH2:44][CH2:43][CH2:42][CH2:41]1)=[O:49], predict the reactants needed to synthesize it. The reactants are: [CH2:1]([O:3][C:4]([C:6]1([NH:11][C:12]([CH:14]2[CH2:18][CH:17]([O:19][C:20]3[C:29]4[C:24](=[CH:25][C:26]([O:30][CH3:31])=[CH:27][CH:28]=4)[N:23]=[C:22]([C:32]4[CH:37]=[CH:36][CH:35]=[CH:34][CH:33]=4)[CH:21]=3)[CH2:16][N:15]2[C:38](=[O:52])[NH:39][CH:40]([C:48]([O:50][CH3:51])=[O:49])[CH2:41][CH2:42][CH2:43][CH2:44][CH2:45]C=C)=[O:13])[CH2:8][CH:7]1[CH:9]=[CH2:10])=[O:5])[CH3:2].